From a dataset of Reaction yield outcomes from USPTO patents with 853,638 reactions. Predict the reaction yield, written as a fraction of the theoretical maximum amount of product (1.0 means a 100% yield; for example, 0.34 means a 34% yield). (1) The reactants are Cl.[Cl:2][C:3]1[CH:4]=[CH:5][C:6]2[N:15]3[C:11](=[N:12][N:13]=[C:14]3[C@H:16]3[CH2:21][CH2:20][C@H:19]([O:22][C:23]4[CH:28]=[CH:27][CH:26]=[CH:25][CH:24]=4)[CH2:18][CH2:17]3)[CH2:10][NH:9][CH2:8][C:7]=2[CH:29]=1.C(=O)([O-])[O-].[K+].[K+].Br.Br[CH2:38][C:39]1[CH:44]=[CH:43][CH:42]=[CH:41][N:40]=1. The catalyst is C(#N)C. The product is [Cl:2][C:3]1[CH:4]=[CH:5][C:6]2[N:15]3[C:11](=[N:12][N:13]=[C:14]3[C@H:16]3[CH2:17][CH2:18][C@H:19]([O:22][C:23]4[CH:24]=[CH:25][CH:26]=[CH:27][CH:28]=4)[CH2:20][CH2:21]3)[CH2:10][N:9]([CH2:38][C:39]3[CH:44]=[CH:43][CH:42]=[CH:41][N:40]=3)[CH2:8][C:7]=2[CH:29]=1. The yield is 0.630. (2) The reactants are [NH2:1][C:2]1[CH:3]=[CH:4][C:5]([O:16][C:17]2[CH:22]=[CH:21][CH:20]=[CH:19][CH:18]=2)=[C:6]([C:8]2[CH:9]=[CH:10][C:11](=[O:15])[N:12]([CH3:14])[N:13]=2)[CH:7]=1.[CH3:23][C:24]1[CH:29]=[CH:28][C:27]([S:30](Cl)(=[O:32])=[O:31])=[CH:26][CH:25]=1.C(N(CC)CC)C. The catalyst is ClCCl. The product is [CH3:23][C:24]1[CH:29]=[CH:28][C:27]([S:30]([NH:1][C:2]2[CH:3]=[CH:4][C:5]([O:16][C:17]3[CH:18]=[CH:19][CH:20]=[CH:21][CH:22]=3)=[C:6]([C:8]3[CH:9]=[CH:10][C:11](=[O:15])[N:12]([CH3:14])[N:13]=3)[CH:7]=2)(=[O:32])=[O:31])=[CH:26][CH:25]=1. The yield is 0.800. (3) The reactants are F[C:2]1[C:9]([C:10]([F:13])([F:12])[F:11])=[CH:8][CH:7]=[CH:6][C:3]=1[CH:4]=O.CCN(CC)CC.[SH:21][CH2:22][C:23]([O:25][CH2:26][CH3:27])=[O:24]. The catalyst is CS(C)=O. The product is [CH2:26]([O:25][C:23]([C:22]1[S:21][C:2]2[C:9]([C:10]([F:13])([F:12])[F:11])=[CH:8][CH:7]=[CH:6][C:3]=2[CH:4]=1)=[O:24])[CH3:27]. The yield is 0.910.